Dataset: Experimentally validated miRNA-target interactions with 360,000+ pairs, plus equal number of negative samples. Task: Binary Classification. Given a miRNA mature sequence and a target amino acid sequence, predict their likelihood of interaction. (1) The miRNA is hsa-miR-98-3p with sequence CUAUACAACUUACUACUUUCCC. The protein sequence of the target gene is MAYHSGYGAHGSKHRARAAPDPPPLFDDTSGGYSSQPGGYPATGADVAFSVNHLLGDPMANVAMAYGSSIASHGKDMVHKELHRFVSVSKLKYFFAVDTAYVAKKLGLLVFPYTHQNWEVQYSRDAPLPPRQDLNAPDLYIPTMAFITYVLLAGMALGIQKRFSPEVLGLCASTALVWVVMEVLALLLGLYLATVRSDLSTFHLLAYSGYKYVGMILSVLTGLLFGSDGYYVALAWTSSALMYFIVRSLRTAALGPDSMGGPVPRQRLQLYLTLGAAAFQPLIIYWLTFHLVR. Result: 0 (no interaction). (2) The miRNA is rno-miR-328a-3p with sequence CUGGCCCUCUCUGCCCUUCCGU. The protein sequence of the target gene is MTDSKYFTTNKKGEIFELKAELNNEKKEKRKEAVKKVIAAMTVGKDVSSLFPDVVNCMQTDNLELKKLVYLYLMNYAKSQPDMAIMAVNSFVKDCEDPNPLIRALAVRTMGCIRVDKITEYLCEPLRKCLKDEDPYVRKTAAVCVAKLHDINAQMVEDQGFLDSLRDLIADSNPMVVANAVAALSEISESHPNSNLLDLNPQNINKLLTALNECTEWGQIFILDCLSNYNPKDDREAQSICERVTPRLSHANSAVVLSAVKVLMKFLELLPKDSDYYNMLLKKLAPPLVTLLSGEPEVQY.... Result: 0 (no interaction). (3) The miRNA is mmu-miR-421-3p with sequence AUCAACAGACAUUAAUUGGGCGC. The protein sequence of the target gene is MLGSERAVVEEWLSEFKALPDTQITSYAATLHRKKALVPALYKVIQDSNNELLEPVCHQLFELYRSSEVRLKRFTLQFLPELIWVYLRLTVSRDRQSNGCIEALLLGIYNLEIADKDGNNKVLSFTIPSLSKPSIYHEPSTIGSMALTEGALCQHDLIRVVYSDLHPQRETFTAQNRFEVLSFLMLCYNSAIVYMPASSYQSLCRMGSRVCVSGFPRQHEKQWKELCGRIVLDPEFMVQLLTGVYYAMYNGQWDLGQEVLDDIIYRAQLELFSQPLLVANAMKNSLPFDAPDSSQEGQKV.... Result: 1 (interaction).